This data is from Reaction yield outcomes from USPTO patents with 853,638 reactions. The task is: Predict the reaction yield, written as a fraction of the theoretical maximum amount of product (1.0 means a 100% yield; for example, 0.34 means a 34% yield). (1) The reactants are [CH:1]([C:3]1[N:4]=[CH:5][NH:6][C:7]=1[C:8]([O:10][CH3:11])=[O:9])=O.[O-]S([O-])(=O)=O.[Na+].[Na+].[CH2:19]([NH:26][CH2:27][CH2:28][OH:29])[C:20]1[CH:25]=[CH:24][CH:23]=[CH:22][CH:21]=1.C(O[BH-](OC(=O)C)OC(=O)C)(=O)C.[Na+]. The catalyst is C1COCC1. The product is [CH2:19]([N:26]([CH2:1][C:3]1[N:4]=[CH:5][NH:6][C:7]=1[C:8]([O:10][CH3:11])=[O:9])[CH2:27][CH2:28][OH:29])[C:20]1[CH:25]=[CH:24][CH:23]=[CH:22][CH:21]=1. The yield is 0.980. (2) The yield is 0.670. The product is [CH2:58]([O:57][C:53](=[O:56])/[CH:54]=[CH:55]/[C:2]1[N:6]2[C:7](=[O:22])[CH:8]=[C:9]([CH2:11][N:12]([CH2:20][CH3:21])[C:13]3[CH:18]=[CH:17][C:16]([F:19])=[CH:15][CH:14]=3)[N:10]=[C:5]2[S:4][C:3]=1[CH3:23])[CH3:59]. The reactants are Br[C:2]1[N:6]2[C:7](=[O:22])[CH:8]=[C:9]([CH2:11][N:12]([CH2:20][CH3:21])[C:13]3[CH:18]=[CH:17][C:16]([F:19])=[CH:15][CH:14]=3)[N:10]=[C:5]2[S:4][C:3]=1[CH3:23].C1(C)C=CC=CC=1P(C1C=CC=CC=1C)C1C=CC=CC=1C.C(N(CC)CC)C.[C:53]([O:57][CH2:58][CH3:59])(=[O:56])[CH:54]=[CH2:55]. The catalyst is C(#N)C.C1C=CC(/C=C/C(/C=C/C2C=CC=CC=2)=O)=CC=1.C1C=CC(/C=C/C(/C=C/C2C=CC=CC=2)=O)=CC=1.C1C=CC(/C=C/C(/C=C/C2C=CC=CC=2)=O)=CC=1.[Pd].[Pd]. (3) The reactants are C(OC([N:8]1[CH2:12][CH2:11][CH:10]([C:13]2[CH:18]=[CH:17][C:16]([NH:19][C:20](=[O:28])[CH2:21][C:22]3[CH:27]=[CH:26][CH:25]=[CH:24][CH:23]=3)=[CH:15][CH:14]=2)[CH2:9]1)=O)(C)(C)C.[ClH:29]. The catalyst is C1COCC1.O1CCOCC1.C(OCC)C. The product is [ClH:29].[C:22]1([CH2:21][C:20]([NH:19][C:16]2[CH:17]=[CH:18][C:13]([CH:10]3[CH2:11][CH2:12][NH:8][CH2:9]3)=[CH:14][CH:15]=2)=[O:28])[CH:27]=[CH:26][CH:25]=[CH:24][CH:23]=1. The yield is 0.830. (4) The reactants are [CH2:1]([O:3][C@H:4]1[CH2:9][CH2:8][C@H:7]([N:10]2[CH2:15][CH2:14][CH:13]([NH:16][C:17]3[CH:22]=[C:21]([F:23])[CH:20]=[CH:19][C:18]=3[N+:24]([O-])=O)[CH2:12][CH2:11]2)[CH2:6][CH2:5]1)[CH3:2].O.NN. The catalyst is C(O)C.[Ni]. The product is [CH2:1]([O:3][C@H:4]1[CH2:9][CH2:8][C@H:7]([N:10]2[CH2:15][CH2:14][CH:13]([NH:16][C:17]3[C:18]([NH2:24])=[CH:19][CH:20]=[C:21]([F:23])[CH:22]=3)[CH2:12][CH2:11]2)[CH2:6][CH2:5]1)[CH3:2]. The yield is 1.00. (5) The reactants are [C:1]([O:9]CC)(=O)[CH2:2][C:3]([O:5][CH2:6][CH3:7])=[O:4].[H-].[Na+].[H][H].[CH3:16][N:17]1[C:22]2[CH:23]=[CH:24][C:25](C)=[CH:26][C:21]=2[C:20](=O)[O:19]C1=O.[ClH:30]. The catalyst is CC(N(C)C)=O. The product is [CH2:6]([O:5][C:3]([C:2]1[C:1](=[O:9])[N:17]([CH3:16])[C:22]2[C:21]([C:20]=1[OH:19])=[CH:26][C:25]([Cl:30])=[CH:24][CH:23]=2)=[O:4])[CH3:7]. The yield is 0.970. (6) The reactants are Br[C:2]1[CH:7]=[CH:6][C:5]([NH:8][C:9](=[O:11])[CH3:10])=[CH:4][C:3]=1[S:12]([C:15]([F:18])([F:17])[F:16])(=[O:14])=[O:13].[Cu][C:20]#[N:21]. The catalyst is CN1C(=O)CCC1. The product is [C:20]([C:2]1[CH:7]=[CH:6][C:5]([NH:8][C:9](=[O:11])[CH3:10])=[CH:4][C:3]=1[S:12]([C:15]([F:18])([F:17])[F:16])(=[O:14])=[O:13])#[N:21]. The yield is 0.730. (7) The reactants are C([O:4][C:5]1[C:10]2[S:11][C:12]([CH3:14])=[CH:13][C:9]=2[CH:8]=[CH:7][C:6]=1[O:15][CH3:16])(C)C. The catalyst is C(Cl)Cl. The product is [OH:4][C:5]1[C:10]2[S:11][C:12]([CH3:14])=[CH:13][C:9]=2[CH:8]=[CH:7][C:6]=1[O:15][CH3:16]. The yield is 1.00. (8) The catalyst is C(OCC)(=O)C.[Cu]. The yield is 0.451. The reactants are [C:1]([O:5][C:6](=[O:14])[NH:7][C@H:8]1[CH2:11][C@H:10]([NH:12][NH2:13])[CH2:9]1)([CH3:4])([CH3:3])[CH3:2].Cl[C:16]1[C:21]([C:22]#[N:23])=[CH:20][CH:19]=[CH:18][N:17]=1.C([O-])(=O)C.[Cs+].CS(C)=O. The product is [C:1]([O:5][C:6](=[O:14])[NH:7][C@H:8]1[CH2:9][C@H:10]([N:12]2[C:16]3=[N:17][CH:18]=[CH:19][CH:20]=[C:21]3[C:22]([NH2:23])=[N:13]2)[CH2:11]1)([CH3:4])([CH3:2])[CH3:3].